This data is from Full USPTO retrosynthesis dataset with 1.9M reactions from patents (1976-2016). The task is: Predict the reactants needed to synthesize the given product. Given the product [ClH:20].[CH2:19]([NH:1][CH:2]1[C:10]2[C:5](=[CH:6][CH:7]=[CH:8][CH:9]=2)[CH2:4][CH2:3]1)[C:18]#[CH:17], predict the reactants needed to synthesize it. The reactants are: [NH2:1][CH:2]1[C:10]2[C:5](=[CH:6][CH:7]=[CH:8][CH:9]=2)[CH2:4][CH2:3]1.C(=O)([O-])[O-].[K+].[K+].[CH2:17]([Cl:20])[C:18]#[CH:19].